From a dataset of Catalyst prediction with 721,799 reactions and 888 catalyst types from USPTO. Predict which catalyst facilitates the given reaction. (1) Reactant: Cl.Cl.[N:3]1[C:11]2[CH:10]=[CH:9][N:8]=[CH:7][C:6]=2[O:5][C:4]=1[NH:12][CH:13]1[CH2:18][CH2:17][NH:16][CH2:15][CH2:14]1.[CH2:19]([O:21][C:22]1[CH:23]=[C:24]([CH:27]=[C:28]([O:33][CH2:34][CH3:35])[C:29]=1[S:30]([CH3:32])=[O:31])[CH:25]=O)[CH3:20].C([BH3-])#N.[Na+].C(N(C(C)C)C(C)C)C. Product: [CH2:19]([O:21][C:22]1[CH:23]=[C:24]([CH:27]=[C:28]([O:33][CH2:34][CH3:35])[C:29]=1[S:30]([CH3:32])=[O:31])[CH2:25][N:16]1[CH2:17][CH2:18][CH:13]([NH:12][C:4]2[O:5][C:6]3[CH:7]=[N:8][CH:9]=[CH:10][C:11]=3[N:3]=2)[CH2:14][CH2:15]1)[CH3:20]. The catalyst class is: 212. (2) Reactant: [CH2:1]([O:8][CH2:9][CH2:10][C:11]([CH2:22][OH:23])([C:17](OCC)=[O:18])[C:12](OCC)=[O:13])[C:2]1[CH:7]=[CH:6][CH:5]=[CH:4][CH:3]=1.[BH4-].[Na+].O.C(O)C. Product: [CH2:1]([O:8][CH2:9][CH2:10][C:11]([CH2:17][OH:18])([CH2:22][OH:23])[CH2:12][OH:13])[C:2]1[CH:7]=[CH:6][CH:5]=[CH:4][CH:3]=1. The catalyst class is: 5. (3) Product: [Cl:34][C:31]1[CH:32]=[CH:33][C:28]([NH:27][S:26]([C:23]2[CH:24]=[CH:25][C:20]([C:16]3[NH:15][CH:19]=[CH:18][CH:17]=3)=[CH:21][CH:22]=2)(=[O:44])=[O:43])=[C:29]([C:35]([C:37]2[CH:38]=[CH:39][N:40]=[CH:41][CH:42]=2)=[O:36])[CH:30]=1. The catalyst class is: 4. Reactant: FC(F)(F)C(O)=O.C(OC([N:15]1[CH:19]=[CH:18][CH:17]=[C:16]1[C:20]1[CH:25]=[CH:24][C:23]([S:26](=[O:44])(=[O:43])[NH:27][C:28]2[CH:33]=[CH:32][C:31]([Cl:34])=[CH:30][C:29]=2[C:35]([C:37]2[CH:42]=[CH:41][N:40]=[CH:39][CH:38]=2)=[O:36])=[CH:22][CH:21]=1)=O)(C)(C)C. (4) Reactant: [CH3:1][O:2][CH2:3][CH2:4][N:5]1[CH2:11][CH2:10][C:9]2[CH:12]=[C:13]([NH2:16])[CH:14]=[CH:15][C:8]=2[CH2:7][CH2:6]1.Cl[C:18]1[N:23]=[C:22]([NH:24][C:25]2[CH:34]=[CH:33][C:32]([CH3:35])=[CH:31][C:26]=2[C:27]([NH:29][CH3:30])=[O:28])[C:21]([Cl:36])=[CH:20][N:19]=1.Cl.O1CCOCC1. Product: [Cl:36][C:21]1[C:22]([NH:24][C:25]2[CH:34]=[CH:33][C:32]([CH3:35])=[CH:31][C:26]=2[C:27]([NH:29][CH3:30])=[O:28])=[N:23][C:18]([NH:16][C:13]2[CH:14]=[CH:15][C:8]3[CH2:7][CH2:6][N:5]([CH2:4][CH2:3][O:2][CH3:1])[CH2:11][CH2:10][C:9]=3[CH:12]=2)=[N:19][CH:20]=1. The catalyst class is: 41. (5) Reactant: [OH:1][C:2]1[CH:9]=[CH:8][C:7]([O:10][CH3:11])=[CH:6][C:3]=1[C:4]#[N:5].[Br:12]Br. Product: [Br:12][C:9]1[C:2]([OH:1])=[C:3]([CH:6]=[C:7]([O:10][CH3:11])[CH:8]=1)[C:4]#[N:5]. The catalyst class is: 22. (6) Reactant: [CH:1]([C:3]1[C:12]([O:13][CH3:14])=[CH:11][C:10]([O:15][CH3:16])=[CH:9][C:4]=1[C:5]([O:7]C)=O)=O.[NH2:17][C:18]1[CH:23]=[C:22]([Cl:24])[CH:21]=[CH:20][N:19]=1.[C:25]([N+:29]#[C-])(C)(C)C.O.C1(C)C=CC(S(O)(=O)=O)=CC=1. Product: [Cl:24][C:22]1[CH:21]=[CH:20][N:19]2[C:18](=[N:17][C:1]3[C:3]4[C:4](=[CH:9][C:10]([O:15][CH3:16])=[CH:11][C:12]=4[O:13][CH3:14])[C:5](=[O:7])[NH:29][C:25]=32)[CH:23]=1. The catalyst class is: 5. (7) Reactant: [O:1]1[CH2:6][CH2:5][N:4]([C:7]2[CH:8]=[C:9]([C:14]3[CH:27]=[CH:26][CH:25]=[C:24]4[C:15]=3[S:16][C:17]3[CH:18]=[CH:19][C:20]([NH:28][CH:29]([CH3:43])[C@@H:30]([NH:32]C(=O)OCC5C=CC=CC=5)[CH3:31])=[CH:21][C:22]=3[S:23]4)[NH:10][C:11](=[O:13])[CH:12]=2)[CH2:3][CH2:2]1. Product: [NH2:32][C@@H:30]([CH3:31])[CH:29]([NH:28][C:20]1[CH:21]=[C:22]2[C:17](=[CH:18][CH:19]=1)[S:16][C:15]1[C:14]([C:9]3[NH:10][C:11](=[O:13])[CH:12]=[C:7]([N:4]4[CH2:3][CH2:2][O:1][CH2:6][CH2:5]4)[CH:8]=3)=[CH:27][CH:26]=[CH:25][C:24]=1[S:23]2)[CH3:43]. The catalyst class is: 105.